Task: Predict the reactants needed to synthesize the given product.. Dataset: Full USPTO retrosynthesis dataset with 1.9M reactions from patents (1976-2016) (1) Given the product [F:36][C:2]([F:1])([F:35])[C:3]1[CH:8]=[CH:7][C:6]([S:9]([C:12]2[CH:13]=[C:14]3[C:18](=[CH:19][CH:20]=2)[N:17]([CH3:21])[C:16]2[CH2:22][CH:23]4[NH:27][CH:26]([C:15]3=2)[CH2:25][CH2:24]4)(=[O:10])=[O:11])=[CH:5][CH:4]=1, predict the reactants needed to synthesize it. The reactants are: [F:1][C:2]([F:36])([F:35])[C:3]1[CH:8]=[CH:7][C:6]([S:9]([C:12]2[CH:20]=[CH:19][C:18]3[N:17]([CH3:21])[C:16]4[CH2:22][CH:23]5[NH:27][CH:26]([C:15]=4[C:14]=3[C:13]=2C(OC(C)(C)C)=O)[CH2:25][CH2:24]5)(=[O:11])=[O:10])=[CH:5][CH:4]=1.C(O)(C(F)(F)F)=O. (2) Given the product [C:1]([Si:5]([O:8]/[C:9](/[C:12]1[CH:17]=[CH:16][CH:15]=[C:14]([Cl:18])[CH:13]=1)=[CH:10]\[CH2:11][CH3:20])([CH3:7])[CH3:6])([CH3:2])([CH3:3])[CH3:4], predict the reactants needed to synthesize it. The reactants are: [C:1]([Si:5]([O:8]/[C:9](/[C:12]1[CH:17]=[CH:16][CH:15]=[C:14]([Cl:18])[CH:13]=1)=[CH:10]\[CH3:11])([CH3:7])[CH3:6])([CH3:4])([CH3:3])[CH3:2].Cl[CH:20](C)CC(C1C=CC=CC=1)=O.[Si](OS(C(F)(F)F)(=O)=O)(C(C)(C)C)(C)C.CCN(CC)CC. (3) The reactants are: [C:1]([O:5][C:6](=[O:20])[NH:7][C:8]1[CH:13]=[C:12]([N+:14]([O-])=O)[CH:11]=[C:10]([N+:17]([O-])=O)[CH:9]=1)([CH3:4])([CH3:3])[CH3:2]. Given the product [C:1]([O:5][C:6](=[O:20])[NH:7][C:8]1[CH:13]=[C:12]([NH2:14])[CH:11]=[C:10]([NH2:17])[CH:9]=1)([CH3:4])([CH3:2])[CH3:3], predict the reactants needed to synthesize it.